Dataset: Peptide-MHC class II binding affinity with 134,281 pairs from IEDB. Task: Regression. Given a peptide amino acid sequence and an MHC pseudo amino acid sequence, predict their binding affinity value. This is MHC class II binding data. (1) The binding affinity (normalized) is 0.188. The MHC is HLA-DPA10301-DPB10402 with pseudo-sequence HLA-DPA10301-DPB10402. The peptide sequence is AFKVAATAANAAPANY. (2) The peptide sequence is KPSPFGQAAAGDK. The MHC is HLA-DQA10501-DQB10301 with pseudo-sequence HLA-DQA10501-DQB10301. The binding affinity (normalized) is 0.111. (3) The peptide sequence is NMPNGLIAQFYQPEREKV. The MHC is DRB1_1501 with pseudo-sequence DRB1_1501. The binding affinity (normalized) is 0.331. (4) The peptide sequence is AIPKVPPGPNITATY. The MHC is DRB1_0301 with pseudo-sequence DRB1_0301. The binding affinity (normalized) is 0.0461.